Dataset: Forward reaction prediction with 1.9M reactions from USPTO patents (1976-2016). Task: Predict the product of the given reaction. (1) Given the reactants B(Br)(Br)Br.C[O:6][C:7]1[CH:12]=[CH:11][C:10]([S:13][C:14]2[CH:21]=[CH:20][C:17]([C:18]#[N:19])=[CH:16][CH:15]=2)=[CH:9][CH:8]=1.C(=O)(O)[O-].[Na+], predict the reaction product. The product is: [OH:6][C:7]1[CH:12]=[CH:11][C:10]([S:13][C:14]2[CH:21]=[CH:20][C:17]([C:18]#[N:19])=[CH:16][CH:15]=2)=[CH:9][CH:8]=1. (2) Given the reactants [CH2:1]([N:3]1[C:7]2=[N:8][C:9]([CH2:32][CH3:33])=[C:10]([CH2:19][NH:20][C:21]([C:23]3[N:28]=C(C(O)=O)[CH:26]=[CH:25][CH:24]=3)=[O:22])[C:11]([NH:12][CH:13]3[CH2:18][CH2:17][O:16][CH2:15][CH2:14]3)=[C:6]2[CH:5]=[N:4]1)[CH3:2].[NH2:34][CH2:35][C:36]1[CH:41]=[CH:40][N:39]=[C:38]([C:42]2[CH:43]=[C:44]([CH2:48][N:49]3[CH2:54][CH2:53][N:52](C(OC(C)(C)C)=O)[C@@H:51]([CH3:62])[CH2:50]3)[CH:45]=[CH:46][CH:47]=2)[CH:37]=1.CN(C(ON1N=NC2C=CC=CC1=2)=[N+](C)C)C.F[P-](F)(F)(F)(F)F.[C:87]([OH:93])([C:89](F)(F)F)=O, predict the reaction product. The product is: [CH2:1]([N:3]1[C:7]2=[N:8][C:9]([CH2:32][CH3:33])=[C:10]([CH2:19][NH:20][C:21]([C:23]3[CH:24]=[CH:25][CH:26]=[C:89]([C:87]([NH:34][CH2:35][C:36]4[CH:41]=[CH:40][N:39]=[C:38]([C:42]5[CH:47]=[CH:46][CH:45]=[C:44]([CH2:48][N:49]6[CH2:54][CH2:53][NH:52][C@@H:51]([CH3:62])[CH2:50]6)[CH:43]=5)[CH:37]=4)=[O:93])[N:28]=3)=[O:22])[C:11]([NH:12][CH:13]3[CH2:18][CH2:17][O:16][CH2:15][CH2:14]3)=[C:6]2[CH:5]=[N:4]1)[CH3:2]. (3) The product is: [CH2:1]([N:8]1[CH2:13][CH2:12][CH:11]([NH:14][C:21](=[O:23])[CH3:22])[CH2:10][CH2:9]1)[C:2]1[CH:3]=[CH:4][CH:5]=[CH:6][CH:7]=1. Given the reactants [CH2:1]([N:8]1[CH2:13][CH2:12][CH:11]([NH2:14])[CH2:10][CH2:9]1)[C:2]1[CH:7]=[CH:6][CH:5]=[CH:4][CH:3]=1.N1C=CC=CC=1.[C:21](Cl)(=[O:23])[CH3:22], predict the reaction product.